Dataset: Reaction yield outcomes from USPTO patents with 853,638 reactions. Task: Predict the reaction yield, written as a fraction of the theoretical maximum amount of product (1.0 means a 100% yield; for example, 0.34 means a 34% yield). (1) The product is [CH:1]([O:4][C:5]([N:7]1[CH2:12][CH2:11][CH:10]([O:13][C:14]2[C:19]([CH3:20])=[C:18]([NH:21][C:22]3[C:23]([CH3:29])=[N:24][C:25]([N:30]4[CH2:35][CH2:34][O:33][CH2:32][CH2:31]4)=[CH:26][CH:27]=3)[N:17]=[CH:16][N:15]=2)[CH2:9][CH2:8]1)=[O:6])([CH3:3])[CH3:2]. No catalyst specified. The yield is 0.580. The reactants are [CH:1]([O:4][C:5]([N:7]1[CH2:12][CH2:11][CH:10]([O:13][C:14]2[C:19]([CH3:20])=[C:18]([NH:21][C:22]3[C:23]([CH3:29])=[N:24][C:25](Cl)=[CH:26][CH:27]=3)[N:17]=[CH:16][N:15]=2)[CH2:9][CH2:8]1)=[O:6])([CH3:3])[CH3:2].[NH:30]1[CH2:35][CH2:34][O:33][CH2:32][CH2:31]1. (2) The reactants are N1C2C(=CC=C([C@H]3[C@@]4(C5C(=CC=CC=5)NC4=O)C3)C=2)C=N1.C([N:29]1[C:37]2[C:32](=[CH:33][CH:34]=[C:35]([C@H:38]3[C@@:40]4([C:48]5[C:43](=[CH:44][CH:45]=[CH:46][CH:47]=5)[N:42]([CH3:49])[C:41]4=[O:50])[CH2:39]3)[CH:36]=2)[CH:31]=[N:30]1)C1C=CC=CC=1. No catalyst specified. The product is [NH:29]1[C:37]2[C:32](=[CH:33][CH:34]=[C:35]([C@H:38]3[C@@:40]4([C:48]5[C:43](=[CH:44][CH:45]=[CH:46][CH:47]=5)[N:42]([CH3:49])[C:41]4=[O:50])[CH2:39]3)[CH:36]=2)[CH:31]=[N:30]1. The yield is 0.740. (3) The reactants are [CH3:1][C:2]1[N:3]([CH2:21][C:22]([O:24][CH2:25][CH3:26])=[O:23])[C:4]2[CH2:5][C:6]([CH3:20])([CH3:19])[CH2:7][C:8](=[O:18])[C:9]=2[C:10]=1[S:11][C:12]1[CH:17]=[CH:16][CH:15]=[CH:14][CH:13]=1.[Cl:27][S:28](O)(=[O:30])=[O:29].C(OCC)(=O)C. The catalyst is ClCCl. The product is [Cl:27][S:28]([C:15]1[CH:14]=[CH:13][C:12]([S:11][C:10]2[C:9]3[C:8](=[O:18])[CH2:7][C:6]([CH3:20])([CH3:19])[CH2:5][C:4]=3[N:3]([CH2:21][C:22]([O:24][CH2:25][CH3:26])=[O:23])[C:2]=2[CH3:1])=[CH:17][CH:16]=1)(=[O:30])=[O:29]. The yield is 0.850.